This data is from Full USPTO retrosynthesis dataset with 1.9M reactions from patents (1976-2016). The task is: Predict the reactants needed to synthesize the given product. (1) Given the product [CH3:26][C:25]1[NH:27][C:2]2[CH2:8][CH2:7][O:6][C:5]3[CH:9]=[C:10]([N:13]4[CH2:17][CH:16]([CH2:18][NH:19][C:20](=[O:22])[CH3:21])[O:15][C:14]4=[O:23])[CH:11]=[CH:12][C:4]=3[C:3]=2[N:28]=1, predict the reactants needed to synthesize it. The reactants are: Br[CH:2]1[CH2:8][CH2:7][O:6][C:5]2[CH:9]=[C:10]([N:13]3[CH2:17][CH:16]([CH2:18][NH:19][C:20](=[O:22])[CH3:21])[O:15][C:14]3=[O:23])[CH:11]=[CH:12][C:4]=2[C:3]1=O.[C:25]([NH2:28])(=[NH:27])[CH3:26].C(OCC)(=O)C. (2) Given the product [CH3:1][C:2]1[N:7]=[C:6]2[NH:8][N:9]=[C:10]([C:11]3[N:12]=[N:13][C:14]4[C:19]5([CH2:21][CH2:20]5)[C:18](=[O:22])[NH:17][C:15]=4[N:16]=3)[C:5]2=[CH:4][CH:3]=1, predict the reactants needed to synthesize it. The reactants are: [CH3:1][C:2]1[N:7]=[C:6]2[N:8](COCC[Si](C)(C)C)[N:9]=[C:10]([C:11]3[N:12]=[N:13][C:14]4[C:19]5([CH2:21][CH2:20]5)[C:18](=[O:22])[NH:17][C:15]=4[N:16]=3)[C:5]2=[CH:4][CH:3]=1. (3) Given the product [CH2:67]([O:66][CH2:65][CH2:64][N:19]1[C:20]([CH:21]([CH3:23])[CH3:22])=[C:16]([CH2:15][C:12]2[CH:13]=[CH:14][C:9]([O:8][CH2:1][C:2]3[CH:7]=[CH:6][CH:5]=[CH:4][CH:3]=3)=[CH:10][C:11]=2[CH3:60])[C:17]([O:24][C@@H:25]2[O:51][C@H:50]([CH2:52][O:53][C:54](=[O:59])[C:55]([CH3:58])([CH3:57])[CH3:56])[C@@H:42]([O:43][C:44](=[O:49])[C:45]([CH3:46])([CH3:48])[CH3:47])[C@H:34]([O:35][C:36](=[O:41])[C:37]([CH3:40])([CH3:39])[CH3:38])[C@H:26]2[O:27][C:28](=[O:33])[C:29]([CH3:32])([CH3:31])[CH3:30])=[N:18]1)[C:68]1[CH:73]=[CH:72][CH:71]=[CH:70][CH:69]=1, predict the reactants needed to synthesize it. The reactants are: [CH2:1]([O:8][C:9]1[CH:14]=[CH:13][C:12]([CH2:15][C:16]2[C:17]([O:24][C@@H:25]3[O:51][C@H:50]([CH2:52][O:53][C:54](=[O:59])[C:55]([CH3:58])([CH3:57])[CH3:56])[C@@H:42]([O:43][C:44](=[O:49])[C:45]([CH3:48])([CH3:47])[CH3:46])[C@H:34]([O:35][C:36](=[O:41])[C:37]([CH3:40])([CH3:39])[CH3:38])[C@H:26]3[O:27][C:28](=[O:33])[C:29]([CH3:32])([CH3:31])[CH3:30])=[N:18][NH:19][C:20]=2[CH:21]([CH3:23])[CH3:22])=[C:11]([CH3:60])[CH:10]=1)[C:2]1[CH:7]=[CH:6][CH:5]=[CH:4][CH:3]=1.[H-].[Na+].Br[CH2:64][CH2:65][O:66][CH2:67][C:68]1[CH:73]=[CH:72][CH:71]=[CH:70][CH:69]=1.O. (4) Given the product [CH3:24][C:21]1[O:22][C:23]2=[C:15]3[C:16](=[CH:17][CH:18]=[C:19]2[N:20]=1)[O:25][CH2:26][CH:13]([CH2:12][N:36]1[CH2:35][CH2:34][CH:33]([N:32]2[C:31]4[CH:39]=[CH:40][CH:41]=[CH:42][C:30]=4[NH:29][C:28]2=[O:27])[CH2:38][CH2:37]1)[O:14]3, predict the reactants needed to synthesize it. The reactants are: CC1C=CC(S(O[CH2:12][C@H:13]2[CH2:26][O:25][C:16]3[CH:17]=[CH:18][C:19]4[N:20]=[C:21]([CH3:24])[O:22][C:23]=4[C:15]=3[O:14]2)(=O)=O)=CC=1.[O:27]=[C:28]1[N:32]([CH:33]2[CH2:38][CH2:37][NH:36][CH2:35][CH2:34]2)[C:31]2[CH:39]=[CH:40][CH:41]=[CH:42][C:30]=2[NH:29]1.